Dataset: Full USPTO retrosynthesis dataset with 1.9M reactions from patents (1976-2016). Task: Predict the reactants needed to synthesize the given product. Given the product [CH2:1]([C:17]1[C:22](=[O:23])[C:21]([O:25][CH3:26])=[CH:20][C:19](=[O:27])[C:18]=1[O:29][CH3:30])[CH2:2][CH2:3][CH2:4][CH2:5][CH2:6][CH2:7][CH2:8][CH2:9][CH2:10][CH2:11][CH2:12][CH2:13][CH2:14][CH2:15][CH3:16], predict the reactants needed to synthesize it. The reactants are: [CH2:1]([C:17]1[C:18]([O:29][CH3:30])=[C:19]([O:27]C)[CH:20]=[C:21]([O:25][CH3:26])[C:22]=1[O:23]C)[CH2:2][CH2:3][CH2:4][CH2:5][CH2:6][CH2:7][CH2:8][CH2:9][CH2:10][CH2:11][CH2:12][CH2:13][CH2:14][CH2:15][CH3:16].COC1C(=O)C=C(NCCCC(OC(C)(C)C)=O)C(=O)C=1CCCCCCCCCCCCC.COC1C=C(OC)C(OC)=C(CCCCCCCCCCCCC)C=1OC.[N+]([O-])([O-])=O.[NH4+].[Ce+4].[N+]([O-])([O-])=O.[N+]([O-])([O-])=O.[N+]([O-])([O-])=O.[N+]([O-])([O-])=O.